Task: Predict the product of the given reaction.. Dataset: Forward reaction prediction with 1.9M reactions from USPTO patents (1976-2016) (1) Given the reactants Br[C:2]1[N:3]=[CH:4][C:5]([NH2:8])=[N:6][CH:7]=1.CC1(C)C(C)(C)OB(B2OC(C)(C)C(C)(C)O2)O1.CC([O-])=O.[K+].C(Cl)Cl.[Br:35][C:36]1[CH:41]=[CH:40][C:39](I)=[C:38]([F:43])[CH:37]=1.C([O-])([O-])=O.[K+].[K+], predict the reaction product. The product is: [Br:35][C:36]1[CH:41]=[CH:40][C:39]([C:2]2[N:3]=[CH:4][C:5]([NH2:8])=[N:6][CH:7]=2)=[C:38]([F:43])[CH:37]=1. (2) Given the reactants [N:1]1[CH:2]=[CH:3][N:4]2[CH:9]=[C:8]([CH:10]=[O:11])[CH:7]=[CH:6][C:5]=12.Br[C:13]1[C:22]2[C:17](=[CH:18][CH:19]=[CH:20][CH:21]=2)[CH:16]=[N:15][CH:14]=1.C1(P(C2C=CC=CC=2)C2C=CC=CC=2)C=CC=CC=1.C([O-])([O-])=O.[Cs+].[Cs+], predict the reaction product. The product is: [CH:16]1[C:17]2[C:22](=[CH:21][CH:20]=[CH:19][CH:18]=2)[C:13]([C:3]2[N:4]3[CH:9]=[C:8]([CH:10]=[O:11])[CH:7]=[CH:6][C:5]3=[N:1][CH:2]=2)=[CH:14][N:15]=1. (3) Given the reactants [CH2:1]1[C:3]2([CH:7]([NH:8][C:9](=[O:15])[O:10][C:11]([CH3:14])([CH3:13])[CH3:12])[CH2:6][NH:5][CH2:4]2)[CH2:2]1.[CH3:16][C:17](=O)[CH3:18].C(O[BH-](OC(=O)C)OC(=O)C)(=O)C.[Na+].O, predict the reaction product. The product is: [CH:17]([N:5]1[CH2:6][CH:7]([NH:8][C:9](=[O:15])[O:10][C:11]([CH3:12])([CH3:14])[CH3:13])[C:3]2([CH2:2][CH2:1]2)[CH2:4]1)([CH3:18])[CH3:16]. (4) The product is: [F:23][C:2]([F:1])([CH2:21][CH3:22])[CH:3]([C:5]1[S:9][C:8]([C:10]2[CH:11]=[N:12][C:13]([C:16]([F:17])([F:18])[F:19])=[CH:14][CH:15]=2)=[N:7][C:6]=1[CH3:20])[OH:4]. Given the reactants [F:1][C:2]([F:23])([CH:21]=[CH2:22])[CH:3]([C:5]1[S:9][C:8]([C:10]2[CH:11]=[N:12][C:13]([C:16]([F:19])([F:18])[F:17])=[CH:14][CH:15]=2)=[N:7][C:6]=1[CH3:20])[OH:4], predict the reaction product. (5) Given the reactants Cl[C:2]1[C:7]([O:8][C:9]2[CH:14]=[C:13]([CH3:15])[C:12]([O:16][CH3:17])=[CH:11][C:10]=2[CH:18]([CH3:20])[CH3:19])=[CH:6][N:5]=[C:4]([NH2:21])[N:3]=1.C(Cl)Cl.[NH2:25][C:26]1[CH:31]=[CH:30][CH:29]=[CH:28][CH:27]=1, predict the reaction product. The product is: [CH:18]([C:10]1[CH:11]=[C:12]([O:16][CH3:17])[C:13]([CH3:15])=[CH:14][C:9]=1[O:8][C:7]1[C:2]([NH:25][C:26]2[CH:31]=[CH:30][CH:29]=[CH:28][CH:27]=2)=[N:3][C:4]([NH2:21])=[N:5][CH:6]=1)([CH3:20])[CH3:19]. (6) Given the reactants [C:1]([N:4]1[C:13]2[C:8](=[CH:9][C:10]([C:14]3[CH:22]=[CH:21][C:17]([C:18](O)=[O:19])=[CH:16][CH:15]=3)=[CH:11][CH:12]=2)[C@H:7]([NH:23][C:24]2[CH:29]=[CH:28][C:27]([C:30]#[N:31])=[CH:26][N:25]=2)[CH2:6][C@@H:5]1[CH3:32])(=[O:3])[CH3:2].C(Cl)CCl.C1C=CC2N(O)N=NC=2C=1.Cl.C(N1CCOCC1)C.[NH2:56][CH2:57][C@H:58]([OH:61])[CH2:59][OH:60].C1C=CC2N(O)N=NC=2C=1, predict the reaction product. The product is: [C:1]([N:4]1[C:13]2[C:8](=[CH:9][C:10]([C:14]3[CH:15]=[CH:16][C:17]([C:18]([NH:56][CH2:57][C@H:58]([OH:61])[CH2:59][OH:60])=[O:19])=[CH:21][CH:22]=3)=[CH:11][CH:12]=2)[C@H:7]([NH:23][C:24]2[CH:29]=[CH:28][C:27]([C:30]#[N:31])=[CH:26][N:25]=2)[CH2:6][C@@H:5]1[CH3:32])(=[O:3])[CH3:2].